Dataset: Catalyst prediction with 721,799 reactions and 888 catalyst types from USPTO. Task: Predict which catalyst facilitates the given reaction. (1) Reactant: [Cl:1][C:2]1[CH:7]=[CH:6][CH:5]=[CH:4][C:3]=1[CH:8]([O:10][C:11](=[O:35])[NH:12][C:13]1[C:14]([CH3:34])=[N:15][O:16][C:17]=1[C:18]1[CH:23]=[CH:22][C:21]([CH2:24]B2OC(C)(C)C(C)(C)O2)=[CH:20][CH:19]=1)[CH3:9].P(Br)(Br)[Br:37]. Product: [Cl:1][C:2]1[CH:7]=[CH:6][CH:5]=[CH:4][C:3]=1[CH:8]([O:10][C:11](=[O:35])[NH:12][C:13]1[C:14]([CH3:34])=[N:15][O:16][C:17]=1[C:18]1[CH:23]=[CH:22][C:21]([CH2:24][Br:37])=[CH:20][CH:19]=1)[CH3:9]. The catalyst class is: 57. (2) Reactant: [NH:1]1[C:9]2[C:4](=[CH:5][C:6]([NH:10][CH:11]3[CH2:16][CH2:15][C:14](=O)[CH2:13][CH2:12]3)=[CH:7][CH:8]=2)[CH:3]=[N:2]1.[CH3:18][NH2:19].C(O[BH-](OC(=O)C)OC(=O)C)(=O)C.[Na+].Cl.CO. Product: [NH:1]1[C:9]2[C:4](=[CH:5][C:6]([NH:10][CH:11]3[CH2:16][CH2:15][CH:14]([NH:19][CH3:18])[CH2:13][CH2:12]3)=[CH:7][CH:8]=2)[CH:3]=[N:2]1. The catalyst class is: 5. (3) Reactant: [CH3:1][C@@H:2]1[N:8]([C:9]2[CH:14]=[CH:13][CH:12]=[CH:11][N:10]=2)[CH2:7][C:6]2[CH:15]=[CH:16][C:17]([C:19]([O:21]C)=O)=[CH:18][C:5]=2[O:4][CH2:3]1.[OH-:23].[Na+].[NH2:25]O. Product: [OH:23][NH:25][C:19]([C:17]1[CH:16]=[CH:15][C:6]2[CH2:7][N:8]([C:9]3[CH:14]=[CH:13][CH:12]=[CH:11][N:10]=3)[C@@H:2]([CH3:1])[CH2:3][O:4][C:5]=2[CH:18]=1)=[O:21]. The catalyst class is: 36. (4) Reactant: F[C:2]1[CH:7]=[CH:6][C:5]([N+:8]([O-:10])=[O:9])=[CH:4][CH:3]=1.C(=O)([O-])[O-].[K+].[K+].[Br:17][C:18]1[CH:23]=[CH:22][C:21]([OH:24])=[CH:20][CH:19]=1.CCOC(C)=O. Product: [Br:17][C:18]1[CH:23]=[CH:22][C:21]([O:24][C:6]2[CH:7]=[CH:2][CH:3]=[CH:4][C:5]=2[N+:8]([O-:10])=[O:9])=[CH:20][CH:19]=1. The catalyst class is: 3. (5) Reactant: [CH2:1]([C:8]1[CH:25]=[CH:24][C:11]([C:12]([NH:14][C:15]2[CH:20]=[CH:19][C:18]([CH2:21][OH:22])=[CH:17][C:16]=2[F:23])=[O:13])=[CH:10][CH:9]=1)[C:2]1[CH:7]=[CH:6][CH:5]=[CH:4][CH:3]=1.C[N+]1([O-])CCOCC1.C([N+](CCC)(CCC)CCC)CC. Product: [CH2:1]([C:8]1[CH:9]=[CH:10][C:11]([C:12]([NH:14][C:15]2[CH:20]=[CH:19][C:18]([CH:21]=[O:22])=[CH:17][C:16]=2[F:23])=[O:13])=[CH:24][CH:25]=1)[C:2]1[CH:3]=[CH:4][CH:5]=[CH:6][CH:7]=1. The catalyst class is: 23. (6) Reactant: [Br:1][C:2]1[CH:3]=[C:4]2[C:8](=[C:9]([C:11]([NH2:13])=[O:12])[CH:10]=1)[NH:7][N:6]=[C:5]2[CH:14]1[CH2:19][CH2:18][N:17]([S:20]([CH2:23][CH2:24][CH2:25]Cl)(=[O:22])=[O:21])[CH2:16][CH2:15]1.C([O-])([O-])=O.[K+].[K+].[I-].[Na+].[NH:35]1[CH2:39][CH2:38][CH2:37][CH2:36]1. Product: [Br:1][C:2]1[CH:3]=[C:4]2[C:8](=[C:9]([C:11]([NH2:13])=[O:12])[CH:10]=1)[NH:7][N:6]=[C:5]2[CH:14]1[CH2:19][CH2:18][N:17]([S:20]([CH2:23][CH2:24][CH2:25][N:35]2[CH2:39][CH2:38][CH2:37][CH2:36]2)(=[O:22])=[O:21])[CH2:16][CH2:15]1. The catalyst class is: 3.